Dataset: Reaction yield outcomes from USPTO patents with 853,638 reactions. Task: Predict the reaction yield, written as a fraction of the theoretical maximum amount of product (1.0 means a 100% yield; for example, 0.34 means a 34% yield). The reactants are [CH2:1]([NH:3][CH:4]1[CH2:9][CH2:8][C:7]([C:10]2[C:18]3[C:13](=[CH:14][CH:15]=[C:16]([N+:19]([O-:21])=[O:20])[CH:17]=3)[NH:12][CH:11]=2)=[CH:6][CH2:5]1)[CH3:2].CCN(CC)CC.[CH3:29][C:30]([O:33][C:34](O[C:34]([O:33][C:30]([CH3:32])([CH3:31])[CH3:29])=[O:35])=[O:35])([CH3:32])[CH3:31]. The catalyst is O1CCOCC1. The product is [CH2:1]([N:3]([CH:4]1[CH2:9][CH2:8][C:7]([C:10]2[C:18]3[C:13](=[CH:14][CH:15]=[C:16]([N+:19]([O-:21])=[O:20])[CH:17]=3)[NH:12][CH:11]=2)=[CH:6][CH2:5]1)[C:34](=[O:35])[O:33][C:30]([CH3:32])([CH3:31])[CH3:29])[CH3:2]. The yield is 0.780.